This data is from Full USPTO retrosynthesis dataset with 1.9M reactions from patents (1976-2016). The task is: Predict the reactants needed to synthesize the given product. (1) Given the product [C:30]([O:29][C:27]([NH:26][C:22]1([CH3:25])[CH2:21][CH2:20][N:19]([C:16]2[CH:15]=[CH:14][C:13]([C:1]3[CH:6]=[CH:5][CH:4]=[CH:3][CH:2]=3)=[CH:18][N:17]=2)[CH2:24][CH2:23]1)=[O:28])([CH3:33])([CH3:31])[CH3:32], predict the reactants needed to synthesize it. The reactants are: [C:1]1(B(O)O)[CH:6]=[CH:5][CH:4]=[CH:3][CH:2]=1.[F-].[K+].Br[C:13]1[CH:14]=[CH:15][C:16]([N:19]2[CH2:24][CH2:23][C:22]([NH:26][C:27]([O:29][C:30]([CH3:33])([CH3:32])[CH3:31])=[O:28])([CH3:25])[CH2:21][CH2:20]2)=[N:17][CH:18]=1. (2) Given the product [CH2:37]([C:2]1[C:3]([CH3:27])=[CH:4][C:5]2[NH:12][CH2:11][CH2:10][CH2:9][C:8]([C:22]([O:24][CH3:25])=[O:23])=[CH:7][C:6]=2[CH:26]=1)[CH:36]([CH3:42])[CH3:41], predict the reactants needed to synthesize it. The reactants are: Br[C:2]1[C:3]([CH3:27])=[CH:4][C:5]2[N:12](CC3C=CC(OC)=CC=3)[CH2:11][CH2:10][CH2:9][C:8]([C:22]([O:24][CH3:25])=[O:23])=[CH:7][C:6]=2[CH:26]=1.FC(F)(F)C(O)=O.O.[C:36]1([CH3:42])[CH:41]=CC=C[CH:37]=1. (3) Given the product [Cl:26][C:25]1[C:20]2[CH2:19][CH2:18][C:17]3[CH:27]=[CH:28][CH:29]=[CH:30][C:16]=3[C:15](=[CH:14][C:5]3[CH:6]=[CH:7][C:2]([Cl:1])=[C:3]([O:11][CH3:12])[CH:4]=3)[C:21]=2[CH:22]=[CH:23][CH:24]=1, predict the reactants needed to synthesize it. The reactants are: [Cl:1][C:2]1[CH:7]=[CH:6][C:5](B(O)O)=[CH:4][C:3]=1[O:11][CH3:12].Br[CH:14]=[C:15]1[C:21]2[CH:22]=[CH:23][CH:24]=[C:25]([Cl:26])[C:20]=2[CH2:19][CH2:18][C:17]2[CH:27]=[CH:28][CH:29]=[CH:30][C:16]1=2. (4) Given the product [Cl:1][C:2]1[CH:7]=[C:6]([F:8])[CH:5]=[CH:4][C:3]=1[C:9]1[N:13]([CH3:14])[N:12]=[C:11]([CH3:15])[C:10]=1[NH2:16], predict the reactants needed to synthesize it. The reactants are: [Cl:1][C:2]1[CH:7]=[C:6]([F:8])[CH:5]=[CH:4][C:3]=1[C:9]1[N:13]([CH3:14])[N:12]=[C:11]([CH3:15])[C:10]=1[NH:16]C(=O)[O-].ClC1C=C(F)C=CC=1C1N(C)N=C(C)C=1NC(=O)OC.[OH-].[Na+]. (5) Given the product [C:1]1([CH3:24])[CH:6]=[CH:5][CH:4]=[C:3]([S:7]([N:10]2[CH2:19][CH2:18][CH2:17][C:16]3[N:15]=[CH:14][C:13]([C:20]([OH:22])=[O:21])=[CH:12][C:11]2=3)(=[O:9])=[O:8])[CH:2]=1, predict the reactants needed to synthesize it. The reactants are: [C:1]1([CH3:24])[CH:6]=[CH:5][CH:4]=[C:3]([S:7]([N:10]2[CH2:19][CH2:18][CH2:17][C:16]3[N:15]=[CH:14][C:13]([C:20]([O:22]C)=[O:21])=[CH:12][C:11]2=3)(=[O:9])=[O:8])[CH:2]=1.[OH-].[Na+].C(O)(=O)CC(CC(O)=O)(C(O)=O)O. (6) Given the product [F:29][C:30]1[CH:35]=[CH:34][C:33]([CH2:36][C:37]([NH:14][C:13]2[CH:15]=[CH:16][CH:17]=[C:11]([O:10][CH2:9][CH2:8][CH2:7][N:4]3[CH2:3][CH2:2][O:1][CH2:6][CH2:5]3)[CH:12]=2)=[O:38])=[CH:32][CH:31]=1, predict the reactants needed to synthesize it. The reactants are: [O:1]1[CH2:6][CH2:5][N:4]([CH2:7][CH2:8][CH2:9][O:10][C:11]2[CH:12]=[C:13]([CH:15]=[CH:16][CH:17]=2)[NH2:14])[CH2:3][CH2:2]1.C1C=CC2N(O)N=NC=2C=1.O.[F:29][C:30]1[CH:35]=[CH:34][C:33]([CH2:36][C:37](O)=[O:38])=[CH:32][CH:31]=1.CCN=C=NCCCN(C)C.Cl. (7) Given the product [C:1]([O:5][C:6]([NH:8][C:9]1[CH:14]=[CH:13][CH:12]=[CH:11][C:10]=1[NH:15][C:16](=[O:24])[C:17]1[CH:22]=[CH:21][C:20]([N:35]2[CH2:36][CH2:37][N:32]([CH2:25][C:26]3[CH:27]=[CH:28][CH:29]=[CH:30][CH:31]=3)[CH2:33][CH2:34]2)=[N:19][CH:18]=1)=[O:7])([CH3:4])([CH3:3])[CH3:2], predict the reactants needed to synthesize it. The reactants are: [C:1]([O:5][C:6]([NH:8][C:9]1[CH:14]=[CH:13][CH:12]=[CH:11][C:10]=1[NH:15][C:16](=[O:24])[C:17]1[CH:22]=[CH:21][C:20](Cl)=[N:19][CH:18]=1)=[O:7])([CH3:4])([CH3:3])[CH3:2].[CH2:25]([N:32]1[CH2:37][CH2:36][NH:35][CH2:34][CH2:33]1)[C:26]1[CH:31]=[CH:30][CH:29]=[CH:28][CH:27]=1. (8) Given the product [CH3:20][O:21][C:17](=[O:18])[CH2:16][C:3]1[CH:4]=[C:5]([N:9]2[CH2:14][CH2:13][N:12]([CH3:15])[CH2:11][CH2:10]2)[CH:6]=[C:7]([CH3:8])[C:2]=1[Cl:1], predict the reactants needed to synthesize it. The reactants are: [Cl:1][C:2]1[C:7]([CH3:8])=[CH:6][C:5]([N:9]2[CH2:14][CH2:13][N:12]([CH3:15])[CH2:11][CH2:10]2)=[CH:4][C:3]=1[CH2:16][C:17](N)=[O:18].[CH3:20][O:21]C(=O)CC1C=C(Br)C=C(C)C=1Cl.CN1CCNCC1.C([O-])([O-])=O.[Cs+].[Cs+].C1C=CC(P(C2C(C3C(P(C4C=CC=CC=4)C4C=CC=CC=4)=CC=C4C=3C=CC=C4)=C3C(C=CC=C3)=CC=2)C2C=CC=CC=2)=CC=1. (9) Given the product [CH:1]([C:4]1[CH:9]=[CH:8][CH:7]=[C:6]([CH:10]([CH3:12])[CH3:11])[C:5]=1[C:13]1[CH:14]=[C:15]([NH:16][C:21]2[C:22]([NH:27][C:28]3[CH:33]=[C:32]([CH3:34])[CH:31]=[C:30]([CH3:35])[CH:29]=3)=[N:23][CH:24]=[CH:25][N:26]=2)[CH:17]=[CH:18][CH:19]=1)([CH3:2])[CH3:3], predict the reactants needed to synthesize it. The reactants are: [CH:1]([C:4]1[CH:9]=[CH:8][CH:7]=[C:6]([CH:10]([CH3:12])[CH3:11])[C:5]=1[C:13]1[CH:14]=[C:15]([CH:17]=[CH:18][CH:19]=1)[NH2:16])([CH3:3])[CH3:2].Cl[C:21]1[C:22]([NH:27][C:28]2[CH:33]=[C:32]([CH3:34])[CH:31]=[C:30]([CH3:35])[CH:29]=2)=[N:23][CH:24]=[CH:25][N:26]=1.CC(C)([O-])C.[Na+].